Dataset: Catalyst prediction with 721,799 reactions and 888 catalyst types from USPTO. Task: Predict which catalyst facilitates the given reaction. (1) Reactant: [Cl:1][C:2]1[N:7]=[C:6]2[NH:8][CH:9]=[N:10][C:5]2=[C:4]([N:11]2[CH2:16][CH2:15][N:14]([C:17]3[CH:24]=[CH:23][CH:22]=[CH:21][C:18]=3[C:19]#[N:20])[CH2:13][CH2:12]2)[CH:3]=1.[OH-:25].[K+]. Product: [Cl:1][C:2]1[N:7]=[C:6]2[NH:8][CH:9]=[N:10][C:5]2=[C:4]([N:11]2[CH2:16][CH2:15][N:14]([C:17]3[CH:24]=[CH:23][CH:22]=[CH:21][C:18]=3[C:19]([NH2:20])=[O:25])[CH2:13][CH2:12]2)[CH:3]=1. The catalyst class is: 107. (2) Reactant: [CH2:1]([N:6]1[C:14]2[C:9](=[CH:10][CH:11]=[CH:12][CH:13]=2)[CH2:8][C:7]1=[O:15])[CH2:2][CH2:3][CH2:4][CH3:5].Br[CH2:17][CH2:18]Br.[H-].[Na+].[NH4+].[Cl-]. Product: [CH2:1]([N:6]1[C:14]2[C:9](=[CH:10][CH:11]=[CH:12][CH:13]=2)[C:8]2([CH2:18][CH2:17]2)[C:7]1=[O:15])[CH2:2][CH2:3][CH2:4][CH3:5]. The catalyst class is: 405. (3) The catalyst class is: 329. Product: [OH:18][C@H:15]1[CH2:16][CH2:17][C@@:12]([C@H:11]2[CH2:10][CH2:9][C@@:8]3([CH3:22])[C@@H:4]([CH2:5][CH2:6][C:7]3=[CH2:23])[C@@H:3]2[CH2:2][NH:1][C:63](=[O:64])[C:58]2[CH:59]=[CH:60][CH:61]=[CH:62][C:57]=2[CH3:66])([CH3:21])[C@@H:13]([CH2:19][OH:20])[CH2:14]1. Reactant: [NH2:1][CH2:2][C@@H:3]1[C@@H:11]([C@@:12]2([CH3:21])[CH2:17][CH2:16][C@H:15]([OH:18])[CH2:14][C@@H:13]2[CH2:19][OH:20])[CH2:10][CH2:9][C@@:8]2([CH3:22])[C@H:4]1[CH2:5][CH2:6][C:7]2=[CH2:23].C1CN([P+](ON2N=NC3C=CC=CC2=3)(N2CCCC2)N2CCCC2)CC1.F[P-](F)(F)(F)(F)F.[C:57]1([CH3:66])[C:58]([C:63](O)=[O:64])=[CH:59][CH:60]=[CH:61][CH:62]=1.CCN(C(C)C)C(C)C.